Dataset: Full USPTO retrosynthesis dataset with 1.9M reactions from patents (1976-2016). Task: Predict the reactants needed to synthesize the given product. (1) Given the product [Cl:24][CH2:10][C:9]1[C:4]([CH:1]2[CH2:3][CH2:2]2)=[N:5][C:6]([C:12]2[CH:17]=[CH:16][CH:15]=[C:14]([C:18]([F:21])([F:20])[F:19])[CH:13]=2)=[N:7][CH:8]=1, predict the reactants needed to synthesize it. The reactants are: [CH:1]1([C:4]2[C:9]([CH2:10]O)=[CH:8][N:7]=[C:6]([C:12]3[CH:17]=[CH:16][CH:15]=[C:14]([C:18]([F:21])([F:20])[F:19])[CH:13]=3)[N:5]=2)[CH2:3][CH2:2]1.O=S(Cl)[Cl:24]. (2) Given the product [F:19][C:20]1[CH:25]=[C:24]([C:26]([N:28]2[CH2:33][CH2:32][N:31]([CH2:2][C:3]3[CH:8]=[CH:7][C:6]([C:9]([OH:18])([C:14]([F:17])([F:16])[F:15])[C:10]([F:13])([F:12])[F:11])=[CH:5][CH:4]=3)[CH2:30][CH2:29]2)=[O:27])[CH:23]=[CH:22][C:21]=1[NH:34][C:35](=[O:44])[NH:36][CH2:37][C:38]1([C:41]([NH2:43])=[O:42])[CH2:40][CH2:39]1, predict the reactants needed to synthesize it. The reactants are: Br[CH2:2][C:3]1[CH:8]=[CH:7][C:6]([C:9]([OH:18])([C:14]([F:17])([F:16])[F:15])[C:10]([F:13])([F:12])[F:11])=[CH:5][CH:4]=1.[F:19][C:20]1[CH:25]=[C:24]([C:26]([N:28]2[CH2:33][CH2:32][NH:31][CH2:30][CH2:29]2)=[O:27])[CH:23]=[CH:22][C:21]=1[NH:34][C:35](=[O:44])[NH:36][CH2:37][C:38]1([C:41]([NH2:43])=[O:42])[CH2:40][CH2:39]1.C(=O)([O-])[O-].[K+].[K+]. (3) Given the product [CH2:31]([O:30][C:28](=[O:29])[CH2:27][N:26]([C:33]1[C:37]2=[N:38][CH:39]=[CH:40][CH:41]=[C:36]2[NH:35][CH:34]=1)[C:24]([CH:19]1[CH2:20][CH2:21][CH2:22][N:18]1[C:16]([O:15][CH2:8][C:7]1[CH:6]=[CH:21][CH:20]=[CH:19][CH:24]=1)=[O:17])=[O:25])[CH3:32], predict the reactants needed to synthesize it. The reactants are: C(N([CH2:6][CH3:7])CC)C.[CH2:8]([O:15][C:16]([N:18]1C[CH2:22][CH2:21][CH2:20][CH:19]1[C:24]([N:26]([C:33]1[C:37]2=[N:38][CH:39]=[CH:40][CH:41]=[C:36]2[N:35](C(C2CCCCN2C(OCC2C=CC=CC=2)=O)=O)[CH:34]=1)[CH2:27][C:28]([O:30][CH2:31][CH3:32])=[O:29])=[O:25])=[O:17])C1C=CC=CC=1. (4) Given the product [CH2:1]([O:8][C:9]1[CH:14]=[C:13]([CH:12]=[C:11]([OH:17])[CH:10]=1)[CH:15]=[O:16])[C:2]1[CH:3]=[CH:4][CH:5]=[CH:6][CH:7]=1, predict the reactants needed to synthesize it. The reactants are: [CH2:1]([O:8][C:9]1[CH:10]=[C:11]([OH:17])[CH:12]=[C:13]([CH2:15][OH:16])[CH:14]=1)[C:2]1[CH:7]=[CH:6][CH:5]=[CH:4][CH:3]=1. (5) Given the product [Br:55][C:56]1[CH:57]=[C:58]2[C:63](=[CH:64][CH:65]=1)[CH:62]=[C:61]([CH2:66][CH2:67][N:70]1[CH2:71][CH2:72][CH2:73][CH:69]1[CH3:68])[CH:60]=[CH:59]2, predict the reactants needed to synthesize it. The reactants are: [O-]S(C(F)(F)F)(=O)=O.BrC1C=C2C(=CC=1)C=C(O)C=C2.FC(F)(F)S(OS(C(F)(F)F)(=O)=O)(=O)=O.BrC1C=C2C(=CC=1)C=C(OS(C(F)(F)F)(=O)=O)C=C2.[Br:55][C:56]1[CH:65]=[CH:64][C:63]2[C:58](=[CH:59][CH:60]=[C:61]([CH:66]=[CH2:67])[CH:62]=2)[CH:57]=1.[CH3:68][CH:69]1[CH2:73][CH2:72][CH2:71][NH:70]1.C([Li])CCC.